Dataset: Reaction yield outcomes from USPTO patents with 853,638 reactions. Task: Predict the reaction yield, written as a fraction of the theoretical maximum amount of product (1.0 means a 100% yield; for example, 0.34 means a 34% yield). (1) The reactants are [CH3:1][C:2]([C:6]1[N:10]([CH2:11][CH:12]2[CH2:17][CH2:16][O:15][CH2:14][CH2:13]2)[C:9]2[CH:18]=[CH:19][C:20]([S:22](Cl)(=[O:24])=[O:23])=[CH:21][C:8]=2[N:7]=1)([CH3:5])[CH2:3][CH3:4].[NH:26]1[CH:30]=[CH:29][C:28]([CH:31]=[O:32])=[CH:27]1.[H-].[Na+]. The catalyst is C1COCC1. The product is [CH3:1][C:2]([C:6]1[N:10]([CH2:11][CH:12]2[CH2:17][CH2:16][O:15][CH2:14][CH2:13]2)[C:9]2[CH:18]=[CH:19][C:20]([S:22]([N:26]3[CH:30]=[CH:29][C:28]([CH:31]=[O:32])=[CH:27]3)(=[O:24])=[O:23])=[CH:21][C:8]=2[N:7]=1)([CH3:5])[CH2:3][CH3:4]. The yield is 0.710. (2) The reactants are [CH2:1]([N:3]1[CH:7]=[C:6]([C:8]2[CH:13]=[CH:12][N:11]=[C:10]3[NH:14][CH:15]=[CH:16][C:9]=23)[C:5]([C:17]2[CH:22]=[CH:21][C:20]([N+:23]([O-])=O)=[CH:19][CH:18]=2)=[N:4]1)[CH3:2]. The catalyst is C(O)(=O)C.[Zn]. The product is [CH2:1]([N:3]1[CH:7]=[C:6]([C:8]2[CH:13]=[CH:12][N:11]=[C:10]3[NH:14][CH:15]=[CH:16][C:9]=23)[C:5]([C:17]2[CH:22]=[CH:21][C:20]([NH2:23])=[CH:19][CH:18]=2)=[N:4]1)[CH3:2]. The yield is 0.850. (3) The reactants are [C:1]1([N:7]2[C:11]([C:12]([F:15])([F:14])[F:13])=[CH:10][C:9]([NH:16][C:17](=[O:25])OC3C=CC=CC=3)=[N:8]2)[CH:6]=[CH:5][CH:4]=[CH:3][CH:2]=1.[CH3:26][O:27][C:28]1[CH:29]=[C:30]2[C:35](=[CH:36][C:37]=1[O:38][CH2:39][CH2:40][O:41][CH3:42])[N:34]=[CH:33][N:32]=[C:31]2[O:43][C:44]1[CH:45]=[C:46]([CH:48]=[CH:49][CH:50]=1)[NH2:47]. No catalyst specified. The product is [CH3:26][O:27][C:28]1[CH:29]=[C:30]2[C:35](=[CH:36][C:37]=1[O:38][CH2:39][CH2:40][O:41][CH3:42])[N:34]=[CH:33][N:32]=[C:31]2[O:43][C:44]1[CH:45]=[C:46]([NH:47][C:17]([NH:16][C:9]2[CH:10]=[C:11]([C:12]([F:13])([F:14])[F:15])[N:7]([C:1]3[CH:2]=[CH:3][CH:4]=[CH:5][CH:6]=3)[N:8]=2)=[O:25])[CH:48]=[CH:49][CH:50]=1. The yield is 0.580. (4) The reactants are [N+:1]([C:4]1[CH:13]=[CH:12][CH:11]=[CH:10][C:5]=1[C:6]([NH:8][NH2:9])=[O:7])([O-:3])=[O:2].C([O-])(O)=O.[Na+].[C:19](Cl)(=[O:26])[C:20]1[CH:25]=[CH:24][CH:23]=[CH:22][CH:21]=1.Cl. The catalyst is C(OCC)(=O)C.CCCCC. The product is [C:19]([NH:9][NH:8][C:6](=[O:7])[C:5]1[CH:10]=[CH:11][CH:12]=[CH:13][C:4]=1[N+:1]([O-:3])=[O:2])(=[O:26])[C:20]1[CH:25]=[CH:24][CH:23]=[CH:22][CH:21]=1. The yield is 0.920. (5) The reactants are [N+]([O-])([O-])=O.[Ce+4].[NH4+].[N+]([O-])([O-])=O.[N+]([O-])([O-])=O.[N+]([O-])([O-])=O.[N+]([O-])([O-])=O.COC1C=CC(C[N:30]2[CH2:35][CH2:34][N:33]3[N:36]=[C:37]([CH2:39][O:40][C:41](=[O:43])[CH3:42])[CH:38]=[C:32]3[C:31]2=[O:44])=CC=1. The catalyst is O.C(#N)C. The product is [O:44]=[C:31]1[NH:30][CH2:35][CH2:34][N:33]2[N:36]=[C:37]([CH2:39][O:40][C:41](=[O:43])[CH3:42])[CH:38]=[C:32]12. The yield is 0.620. (6) The yield is 0.450. The reactants are [CH2:1]([N:4]1[CH2:8][CH:7]([CH2:9]O)[C:6]([NH:16][C:17]([NH:19][C:20](=[O:27])[C:21]2[CH:26]=[CH:25][CH:24]=[CH:23][CH:22]=2)=[S:18])([C:11]2[S:15][CH:14]=[N:13][CH:12]=2)[CH2:5]1)[CH:2]=[CH2:3].C1(P(C2C=CC=CC=2)C2C=CC=CC=2)C=CC=CC=1.N(C(OC(C)(C)C)=O)=NC(OC(C)(C)C)=O. The product is [CH2:1]([N:4]1[CH2:8][CH:7]2[C:6]([C:11]3[S:15][CH:14]=[N:13][CH:12]=3)([N:16]=[C:17]([NH:19][C:20](=[O:27])[C:21]3[CH:26]=[CH:25][CH:24]=[CH:23][CH:22]=3)[S:18][CH2:9]2)[CH2:5]1)[CH:2]=[CH2:3]. The catalyst is O1CCCC1. (7) The reactants are B.[Cl:2][C:3]1[CH:11]=[CH:10][CH:9]=[C:5]([C:6]([OH:8])=[O:7])[C:4]=1[C:12]([OH:14])=[O:13].FC1C(CO)=C(CO)C=CC=1. No catalyst specified. The product is [Cl:2][C:3]1[C:4]([CH2:12][OH:13])=[C:5]([CH2:6][OH:7])[CH:9]=[CH:10][CH:11]=1.[Cl:2][C:3]1[CH:11]=[CH:10][CH:9]=[C:5]([C:6]([OH:8])=[O:7])[C:4]=1[C:12]([OH:14])=[O:13]. The yield is 0.970. (8) The reactants are [Cl:1][C:2]1[CH:7]=[C:6]([Cl:8])[CH:5]=[CH:4][C:3]=1[CH:9](O)[C:10]1[N:14]([CH2:15][CH2:16][C:17]([O:19]C)=O)[C:13]2[C:21]([N:25]([CH2:28][CH3:29])[CH2:26][CH3:27])=[CH:22][CH:23]=[CH:24][C:12]=2[N:11]=1.C1(P([N:45]=[N+]=[N-])(C2C=CC=CC=2)=O)C=CC=CC=1.N12CCCN=C1CCCCC2.Cl.C(N=C=NCCCN(C)C)C. The catalyst is C1(C)C=CC=CC=1.C(OCC)(=O)C. The product is [Cl:1][C:2]1[CH:7]=[C:6]([Cl:8])[CH:5]=[CH:4][C:3]=1[CH:9]1[C:10]2=[N:11][C:12]3[CH:24]=[CH:23][CH:22]=[C:21]([N:25]([CH2:28][CH3:29])[CH2:26][CH3:27])[C:13]=3[N:14]2[CH2:15][CH2:16][C:17](=[O:19])[NH:45]1. The yield is 0.390. (9) The reactants are [BH4-].[Na+].[C:3]1([S:9]([N:12]2[C:20]3[C:15](=[CH:16][C:17]([C:21](=O)[CH3:22])=[CH:18][CH:19]=3)[CH2:14][CH2:13]2)(=[O:11])=[O:10])[CH:8]=[CH:7][CH:6]=[CH:5][CH:4]=1.[OH-].[Na+]. The catalyst is C(O)(C(F)(F)F)=O.O. The product is [C:3]1([S:9]([N:12]2[C:20]3[C:15](=[CH:16][C:17]([CH2:21][CH3:22])=[CH:18][CH:19]=3)[CH2:14][CH2:13]2)(=[O:11])=[O:10])[CH:4]=[CH:5][CH:6]=[CH:7][CH:8]=1. The yield is 0.430. (10) The reactants are [O:1]1[CH2:6][CH2:5][N:4]([C:7]2[CH:12]=[C:11]([NH2:13])[CH:10]=[C:9]([N:14]3[CH2:19][CH2:18][O:17][CH2:16][CH2:15]3)[N:8]=2)[CH2:3][CH2:2]1.Cl[C:21]1[N:26]=[C:25]([NH:27][C:28]2[C:36]3[O:35][CH2:34][O:33][C:32]=3[CH:31]=[CH:30][C:29]=2[Cl:37])[CH:24]=[CH:23][N:22]=1.N12CCCN=C1CCCCC2.CC1(C)C2C=CC=C(P(C3C=CC=CC=3)C3C=CC=CC=3)C=2OC2C1=CC=CC=2P(C1C=CC=CC=1)C1C=CC=CC=1. The catalyst is O1CCOCC1.C1C=CC(/C=C/C(/C=C/C2C=CC=CC=2)=O)=CC=1.C1C=CC(/C=C/C(/C=C/C2C=CC=CC=2)=O)=CC=1.[Pd]. The product is [Cl:37][C:29]1[CH:30]=[CH:31][C:32]2[O:33][CH2:34][O:35][C:36]=2[C:28]=1[NH:27][C:25]1[CH:24]=[CH:23][N:22]=[C:21]([NH:13][C:11]2[CH:10]=[C:9]([N:14]3[CH2:15][CH2:16][O:17][CH2:18][CH2:19]3)[N:8]=[C:7]([N:4]3[CH2:5][CH2:6][O:1][CH2:2][CH2:3]3)[CH:12]=2)[N:26]=1. The yield is 0.296.